This data is from Peptide-MHC class II binding affinity with 134,281 pairs from IEDB. The task is: Regression. Given a peptide amino acid sequence and an MHC pseudo amino acid sequence, predict their binding affinity value. This is MHC class II binding data. The peptide sequence is VVVHITDDNEEPIAA. The MHC is HLA-DQA10102-DQB10602 with pseudo-sequence HLA-DQA10102-DQB10602. The binding affinity (normalized) is 0.201.